Task: Predict the reactants needed to synthesize the given product.. Dataset: Full USPTO retrosynthesis dataset with 1.9M reactions from patents (1976-2016) (1) Given the product [Si:9]([O:8][CH2:7][C:6]1[CH:16]=[C:2]([CH:3]=[CH:4][C:5]=1[Cl:17])[CH:26]=[O:27])([C:12]([CH3:15])([CH3:14])[CH3:13])([CH3:11])[CH3:10], predict the reactants needed to synthesize it. The reactants are: Br[C:2]1[CH:3]=[CH:4][C:5]([Cl:17])=[C:6]([CH:16]=1)[CH2:7][O:8][Si:9]([C:12]([CH3:15])([CH3:14])[CH3:13])([CH3:11])[CH3:10].C([Li])CCC.CN([CH:26]=[O:27])C. (2) Given the product [C:12]([C:14]([C:17]1[CH:18]=[C:19]([CH:23]=[CH:24][CH:25]=1)[C:20]([NH:6][C:5]1[CH:7]=[CH:8][C:2]([CH3:1])=[C:3]([N+:9]([O-:11])=[O:10])[CH:4]=1)=[O:21])([CH3:16])[CH3:15])#[N:13], predict the reactants needed to synthesize it. The reactants are: [CH3:1][C:2]1[CH:8]=[CH:7][C:5]([NH2:6])=[CH:4][C:3]=1[N+:9]([O-:11])=[O:10].[C:12]([C:14]([C:17]1[CH:18]=[C:19]([CH:23]=[CH:24][CH:25]=1)[C:20](O)=[O:21])([CH3:16])[CH3:15])#[N:13].CCN=C=NCCCN(C)C.C1C=CC2N(O)N=NC=2C=1.C(N(C(C)C)CC)(C)C. (3) Given the product [F:17][C:12]1[CH:13]=[CH:14][CH:15]=[C:16]([F:33])[C:11]=1[N:10]1[C:5]2[CH:4]=[CH:3][C:2]([F:1])=[CH:25][C:6]=2[CH2:7][CH:8]([CH2:20][CH2:21][CH2:22][NH:23][CH3:24])[S:9]1(=[O:19])=[O:18], predict the reactants needed to synthesize it. The reactants are: [F:1][C:2]1[CH:3]=[CH:4][C:5]2[N:10]([C:11]3[CH:16]=[CH:15][CH:14]=[CH:13][C:12]=3[F:17])[S:9](=[O:19])(=[O:18])[CH:8]([CH2:20][CH2:21][CH2:22][NH:23][CH3:24])[CH2:7][C:6]=2[CH:25]=1.BrC1C=CC([F:33])=CC=1CCS(Cl)(=O)=O.CN(C)CC. (4) Given the product [F:1][C:2]1[C:3]([OH:34])=[CH:4][CH:5]=[C:6]2[C:10]=1[C:9](=[O:11])[N:8]([CH2:12][C@H:13]1[CH2:14][CH2:15][C@H:16]([CH2:19][O:20][C:21]3[CH:22]=[C:23]([O:27][CH2:28][C@@H:29]([C:31]([OH:33])=[O:32])[NH:30][C:37](=[O:39])[CH3:38])[CH:24]=[CH:25][CH:26]=3)[CH2:17][CH2:18]1)[CH2:7]2, predict the reactants needed to synthesize it. The reactants are: [F:1][C:2]1[C:3]([OH:34])=[CH:4][CH:5]=[C:6]2[C:10]=1[C:9](=[O:11])[N:8]([CH2:12][C@H:13]1[CH2:18][CH2:17][C@H:16]([CH2:19][O:20][C:21]3[CH:22]=[C:23]([O:27][CH2:28][C@@H:29]([C:31]([OH:33])=[O:32])[NH2:30])[CH:24]=[CH:25][CH:26]=3)[CH2:15][CH2:14]1)[CH2:7]2.[OH-].[Na+].[C:37](OC(=O)C)(=[O:39])[CH3:38]. (5) Given the product [CH3:8][C:13]1[N:14]=[C:9]([C:16]([O:19][CH3:22])=[O:17])[C:10]([N:2]2[N:3]=[CH:4][CH:5]=[N:1]2)=[CH:11][CH:12]=1, predict the reactants needed to synthesize it. The reactants are: [NH:1]1[CH:5]=[CH:4][N:3]=[N:2]1.CN[C@@H:8]1[CH2:13][CH2:12][CH2:11][CH2:10][C@H:9]1[NH:14]C.[C:16]([O-:19])([O-])=[O:17].[Cs+].[Cs+].[C:22](=O)([O-])[O-]. (6) Given the product [CH2:1]([C:4]1[CH:5]=[CH:6][C:7]([CH:10]2[CH2:11][CH2:12][C:13]3([O:17][CH2:16][CH2:15][O:14]3)[CH2:18][CH2:19]2)=[CH:8][CH:9]=1)[CH2:2][CH3:3], predict the reactants needed to synthesize it. The reactants are: [CH2:1]([C:4]1[CH:9]=[CH:8][C:7]([C:10]2[CH2:19][CH2:18][C:13]3([O:17][CH2:16][CH2:15][O:14]3)[CH2:12][CH:11]=2)=[CH:6][CH:5]=1)[CH2:2][CH3:3].